From a dataset of Cav3 T-type calcium channel HTS with 100,875 compounds. Binary Classification. Given a drug SMILES string, predict its activity (active/inactive) in a high-throughput screening assay against a specified biological target. The molecule is O(C1CCCCC1)CC(O)Cn1c([n+](c2c1cccc2)C)C. The result is 0 (inactive).